Task: Predict the reaction yield, written as a fraction of the theoretical maximum amount of product (1.0 means a 100% yield; for example, 0.34 means a 34% yield).. Dataset: Reaction yield outcomes from USPTO patents with 853,638 reactions (1) The reactants are [O:1]1[CH2:3][CH:2]1[CH2:4][O:5][C:6]1[CH:11]=[CH:10][C:9]([N:12]2[CH:16]=[CH:15][N:14]=[CH:13]2)=[CH:8][CH:7]=1.[CH2:17]([NH:19][C:20]([N:22]1[CH2:29][CH:28]2[CH2:30][CH:24]([CH2:25][NH:26][CH2:27]2)[CH2:23]1)=[O:21])[CH3:18].O. The catalyst is C(O)(C)C. The product is [CH2:17]([NH:19][C:20]([N:22]1[CH2:29][CH:28]2[CH2:30][CH:24]([CH2:25][N:26]([CH2:3][CH:2]([OH:1])[CH2:4][O:5][C:6]3[CH:11]=[CH:10][C:9]([N:12]4[CH:16]=[CH:15][N:14]=[CH:13]4)=[CH:8][CH:7]=3)[CH2:27]2)[CH2:23]1)=[O:21])[CH3:18]. The yield is 0.726. (2) The reactants are Cl.[NH:2]1[C:6]([CH2:7][NH2:8])=[CH:5][N:4]=[N:3]1.[Cl:9][C:10]1[CH:15]=[CH:14][C:13]([C:16]2[CH:21]=[CH:20][C:19]([S:22](Cl)(=[O:24])=[O:23])=[CH:18][CH:17]=2)=[CH:12][CH:11]=1. No catalyst specified. The product is [NH:2]1[C:6]([CH2:7][NH:8][S:22]([C:19]2[CH:18]=[CH:17][C:16]([C:13]3[CH:14]=[CH:15][C:10]([Cl:9])=[CH:11][CH:12]=3)=[CH:21][CH:20]=2)(=[O:23])=[O:24])=[CH:5][N:4]=[N:3]1. The yield is 0.230. (3) The reactants are [Br:1][C:2]1[CH:10]=[CH:9][C:5]([C:6](O)=[O:7])=[C:4]([F:11])[CH:3]=1.S(Cl)([Cl:14])=O. The catalyst is CN(C)C=O. The product is [Br:1][C:2]1[CH:10]=[CH:9][C:5]([C:6]([Cl:14])=[O:7])=[C:4]([F:11])[CH:3]=1. The yield is 0.920. (4) The reactants are [NH2:1][C:2]1[N:7]=[CH:6][N:5]=[C:4]2[N:8]([CH2:25][C@@H:26]3[CH2:30][CH2:29][CH2:28][N:27]3[C:31](=[O:35])[CH2:32][C:33]#[N:34])[N:9]=[C:10]([C:11]3[CH:16]=[CH:15][C:14]([O:17][C:18]4[CH:23]=[CH:22][CH:21]=[CH:20][CH:19]=4)=[CH:13][C:12]=3[F:24])[C:3]=12.[CH2:36]([N:38]([C:46]([CH3:50])([CH3:49])[CH:47]=O)[C:39](=[O:45])[O:40][C:41]([CH3:44])([CH3:43])[CH3:42])[CH3:37].N1CCCCC1. The catalyst is O1CCOCC1.CC(O)=O. The product is [NH2:1][C:2]1[N:7]=[CH:6][N:5]=[C:4]2[N:8]([CH2:25][C@@H:26]3[CH2:30][CH2:29][CH2:28][N:27]3[C:31](=[O:35])[C:32]([C:33]#[N:34])=[CH:50][C:46]([N:38]([CH2:36][CH3:37])[C:39](=[O:45])[O:40][C:41]([CH3:44])([CH3:43])[CH3:42])([CH3:47])[CH3:49])[N:9]=[C:10]([C:11]3[CH:16]=[CH:15][C:14]([O:17][C:18]4[CH:19]=[CH:20][CH:21]=[CH:22][CH:23]=4)=[CH:13][C:12]=3[F:24])[C:3]=12. The yield is 0.190. (5) The reactants are [Cl:1][C:2]1[N:3]=[C:4]([C:9]([NH:11][C@H:12]2[CH2:17][CH2:16][N:15]([C:18]3[S:19][C:20]([C:23]([O:25]CC)=[O:24])=[CH:21][N:22]=3)[CH2:14][C@H:13]2[O:28][CH2:29][CH2:30][CH3:31])=[O:10])[NH:5][C:6]=1[CH2:7][CH3:8].[OH-].[Li+].CO. The catalyst is C1COCC1. The product is [Cl:1][C:2]1[N:3]=[C:4]([C:9]([NH:11][C@H:12]2[CH2:17][CH2:16][N:15]([C:18]3[S:19][C:20]([C:23]([OH:25])=[O:24])=[CH:21][N:22]=3)[CH2:14][C@H:13]2[O:28][CH2:29][CH2:30][CH3:31])=[O:10])[NH:5][C:6]=1[CH2:7][CH3:8]. The yield is 0.870. (6) The reactants are [CH3:1][NH:2][CH3:3].C[Al](C)C.C[O:9][C:10](=O)[C:11]1[CH:16]=[CH:15][C:14]([OH:17])=[C:13]([NH:18][C:19](=[O:38])[CH2:20][O:21][C:22]2[CH:27]=[CH:26][C:25]([C:28]34[CH2:37][CH:32]5[CH2:33][CH:34]([CH2:36][CH:30]([CH2:31]5)[CH2:29]3)[CH2:35]4)=[CH:24][CH:23]=2)[CH:12]=1.Cl. The catalyst is C1(C)C=CC=CC=1. The product is [C:28]12([C:25]3[CH:26]=[CH:27][C:22]([O:21][CH2:20][C:19]([NH:18][C:13]4[CH:12]=[C:11]([CH:16]=[CH:15][C:14]=4[OH:17])[C:10]([N:2]([CH3:3])[CH3:1])=[O:9])=[O:38])=[CH:23][CH:24]=3)[CH2:35][CH:34]3[CH2:33][CH:32]([CH2:31][CH:30]([CH2:36]3)[CH2:29]1)[CH2:37]2. The yield is 0.232. (7) The reactants are Cl[C:2]1[N:7]=[C:6]([C:8]2[CH:13]=[CH:12][CH:11]=[CH:10][CH:9]=2)[N:5]=[C:4]([C:14]2[CH:19]=[CH:18][CH:17]=[CH:16][CH:15]=2)[N:3]=1.CC1(C)C(C)(C)OB([C:28]2[CH:34]=[CH:33][C:31]([NH2:32])=[CH:30][CH:29]=2)O1.C(=O)([O-])[O-].[K+].[K+].[Cl-].[Na+]. The catalyst is [Pd].C1(P(C2C=CC=CC=2)C2C=CC=CC=2)C=CC=CC=1.C1(P(C2C=CC=CC=2)C2C=CC=CC=2)C=CC=CC=1.C1(P(C2C=CC=CC=2)C2C=CC=CC=2)C=CC=CC=1.C1(P(C2C=CC=CC=2)C2C=CC=CC=2)C=CC=CC=1.C(Cl)(Cl)Cl.C(OCC)(=O)C.O.C1(C)C=CC=CC=1.O1CCCC1. The product is [NH2:32][C:31]1[CH:33]=[CH:34][C:28]([C:2]2[N:7]=[C:6]([C:8]3[CH:13]=[CH:12][CH:11]=[CH:10][CH:9]=3)[N:5]=[C:4]([C:14]3[CH:19]=[CH:18][CH:17]=[CH:16][CH:15]=3)[N:3]=2)=[CH:29][CH:30]=1. The yield is 0.710. (8) The reactants are [CH:1]1([C:6]2[CH:11]=CC=[CH:8][C:7]=2[C:12]([F:15])([F:14])[F:13])[CH2:5][CH2:4][CH2:3][CH2:2]1.C(=O)=O.[CH3:19][CH:20](O)[CH3:21].S(=O)(=O)(O)O.C1OCOCO1.S([Cl:38])(=O)(=O)O. The catalyst is CCCCCC.CC(OC)(C)C. The product is [Cl:38][CH2:19][C:20]1[CH:21]=[CH:11][C:6]([CH:1]2[CH2:5][CH2:4][CH2:3][CH2:2]2)=[C:7]([C:12]([F:15])([F:14])[F:13])[CH:8]=1. The yield is 0.890.